This data is from Catalyst prediction with 721,799 reactions and 888 catalyst types from USPTO. The task is: Predict which catalyst facilitates the given reaction. Reactant: [CH3:1][C:2]1[S:6][C:5]([C:7]2[CH:12]=[CH:11][CH:10]=[C:9]([C:13]([F:16])([F:15])[F:14])[CH:8]=2)=[N:4][C:3]=1[CH2:17][N:18]1[CH:22]=[C:21]([C:23]([O:25]CC)=[O:24])[CH:20]=[N:19]1.[OH-].[Na+].O. Product: [CH3:1][C:2]1[S:6][C:5]([C:7]2[CH:12]=[CH:11][CH:10]=[C:9]([C:13]([F:14])([F:16])[F:15])[CH:8]=2)=[N:4][C:3]=1[CH2:17][N:18]1[CH:22]=[C:21]([C:23]([OH:25])=[O:24])[CH:20]=[N:19]1. The catalyst class is: 199.